This data is from NCI-60 drug combinations with 297,098 pairs across 59 cell lines. The task is: Regression. Given two drug SMILES strings and cell line genomic features, predict the synergy score measuring deviation from expected non-interaction effect. (1) Drug 1: CC(C1=C(C=CC(=C1Cl)F)Cl)OC2=C(N=CC(=C2)C3=CN(N=C3)C4CCNCC4)N. Drug 2: CC1=C2C(C(=O)C3(C(CC4C(C3C(C(C2(C)C)(CC1OC(=O)C(C(C5=CC=CC=C5)NC(=O)OC(C)(C)C)O)O)OC(=O)C6=CC=CC=C6)(CO4)OC(=O)C)OC)C)OC. Cell line: SK-MEL-5. Synergy scores: CSS=46.0, Synergy_ZIP=9.53, Synergy_Bliss=10.5, Synergy_Loewe=-18.6, Synergy_HSA=6.91. (2) Drug 1: C1CC(CNC1)C2=CC=C(C=C2)N3C=C4C=CC=C(C4=N3)C(=O)N. Drug 2: CC1(CCCN1)C2=NC3=C(C=CC=C3N2)C(=O)N. Cell line: OVCAR3. Synergy scores: CSS=12.4, Synergy_ZIP=-0.884, Synergy_Bliss=1.39, Synergy_Loewe=1.88, Synergy_HSA=2.45. (3) Drug 1: C1CC(=O)NC(=O)C1N2CC3=C(C2=O)C=CC=C3N. Drug 2: C1=CC(=C2C(=C1NCCNCCO)C(=O)C3=C(C=CC(=C3C2=O)O)O)NCCNCCO. Cell line: NCI-H522. Synergy scores: CSS=46.7, Synergy_ZIP=0.0741, Synergy_Bliss=1.09, Synergy_Loewe=-23.8, Synergy_HSA=2.71. (4) Drug 1: CC1=C(C=C(C=C1)NC2=NC=CC(=N2)N(C)C3=CC4=NN(C(=C4C=C3)C)C)S(=O)(=O)N.Cl. Drug 2: CCC1=C2CN3C(=CC4=C(C3=O)COC(=O)C4(CC)O)C2=NC5=C1C=C(C=C5)O. Cell line: T-47D. Synergy scores: CSS=35.4, Synergy_ZIP=1.06, Synergy_Bliss=2.07, Synergy_Loewe=-16.0, Synergy_HSA=2.10. (5) Drug 1: CC12CCC3C(C1CCC2=O)CC(=C)C4=CC(=O)C=CC34C. Drug 2: COC1=C2C(=CC3=C1OC=C3)C=CC(=O)O2. Cell line: HT29. Synergy scores: CSS=21.0, Synergy_ZIP=-0.696, Synergy_Bliss=-4.94, Synergy_Loewe=-5.41, Synergy_HSA=-3.60. (6) Drug 1: C1CCC(C1)C(CC#N)N2C=C(C=N2)C3=C4C=CNC4=NC=N3. Drug 2: CN1C(=O)N2C=NC(=C2N=N1)C(=O)N. Cell line: OVCAR-8. Synergy scores: CSS=-3.36, Synergy_ZIP=1.71, Synergy_Bliss=-0.918, Synergy_Loewe=-4.02, Synergy_HSA=-3.79. (7) Cell line: HL-60(TB). Drug 1: COC1=CC(=CC(=C1O)OC)C2C3C(COC3=O)C(C4=CC5=C(C=C24)OCO5)OC6C(C(C7C(O6)COC(O7)C8=CC=CS8)O)O. Drug 2: CC1CCCC2(C(O2)CC(NC(=O)CC(C(C(=O)C(C1O)C)(C)C)O)C(=CC3=CSC(=N3)C)C)C. Synergy scores: CSS=58.8, Synergy_ZIP=2.70, Synergy_Bliss=4.22, Synergy_Loewe=2.40, Synergy_HSA=2.90. (8) Drug 1: CN(C)N=NC1=C(NC=N1)C(=O)N. Drug 2: COC1=C2C(=CC3=C1OC=C3)C=CC(=O)O2. Cell line: SW-620. Synergy scores: CSS=-5.41, Synergy_ZIP=3.23, Synergy_Bliss=1.14, Synergy_Loewe=-2.65, Synergy_HSA=-4.32. (9) Drug 1: C1CN1P(=S)(N2CC2)N3CC3. Drug 2: CC1=C(N=C(N=C1N)C(CC(=O)N)NCC(C(=O)N)N)C(=O)NC(C(C2=CN=CN2)OC3C(C(C(C(O3)CO)O)O)OC4C(C(C(C(O4)CO)O)OC(=O)N)O)C(=O)NC(C)C(C(C)C(=O)NC(C(C)O)C(=O)NCCC5=NC(=CS5)C6=NC(=CS6)C(=O)NCCC[S+](C)C)O. Cell line: HOP-62. Synergy scores: CSS=52.7, Synergy_ZIP=-3.87, Synergy_Bliss=-4.12, Synergy_Loewe=-17.9, Synergy_HSA=2.25. (10) Drug 1: CCCS(=O)(=O)NC1=C(C(=C(C=C1)F)C(=O)C2=CNC3=C2C=C(C=N3)C4=CC=C(C=C4)Cl)F. Drug 2: C(CC(=O)O)C(=O)CN.Cl. Cell line: SF-268. Synergy scores: CSS=-1.06, Synergy_ZIP=-5.57, Synergy_Bliss=-11.5, Synergy_Loewe=-69.9, Synergy_HSA=-14.0.